Dataset: Catalyst prediction with 721,799 reactions and 888 catalyst types from USPTO. Task: Predict which catalyst facilitates the given reaction. (1) Reactant: [H-].[Na+].[CH3:3][O:4][C:5]1[CH:20]=[CH:19][C:8]([CH2:9][O:10][CH2:11][C:12]([CH3:18])([CH3:17])[C:13]([O:15]C)=O)=[CH:7][CH:6]=1.[C:21](#[N:23])[CH3:22]. Product: [CH3:3][O:4][C:5]1[CH:6]=[CH:7][C:8]([CH2:9][O:10][CH2:11][C:12]([CH3:18])([CH3:17])[C:13](=[O:15])[CH2:22][C:21]#[N:23])=[CH:19][CH:20]=1. The catalyst class is: 7. (2) Reactant: ClC1C=CC=C(Cl)[N+]=1[O-].[OH-].[Na+].C(O)CCCCCCC.ClC1C=CC=C(OCCCCCCCC)[N+]=1[O-].C([O:46][C:47]1[CH:52]=[CH:51][CH:50]=[C:49]([O:53][CH2:54][CH2:55][CH2:56][CH2:57][CH2:58][CH2:59][CH2:60][CH3:61])[N+:48]=1[O-:62])CCCCCCC. Product: [OH:62][N:48]1[C:49]([O:53][CH2:54][CH2:55][CH2:56][CH2:57][CH2:58][CH2:59][CH2:60][CH3:61])=[CH:50][CH:51]=[CH:52][C:47]1=[O:46]. The catalyst class is: 6.